From a dataset of Forward reaction prediction with 1.9M reactions from USPTO patents (1976-2016). Predict the product of the given reaction. (1) Given the reactants [NH:1]1[CH:5]=[N:4][CH:3]=[N:2]1.P(Cl)(Cl)(Cl)=O.[NH2:11][C:12]1[NH:13][C:14](=O)[C:15]2[N:21]=[C:20]([Cl:22])[CH:19]=[CH:18][C:16]=2[N:17]=1.CCN(C(C)C)C(C)C, predict the reaction product. The product is: [Cl:22][C:20]1[CH:19]=[CH:18][C:16]2[N:17]=[C:12]([NH2:11])[N:13]=[C:14]([N:1]3[CH:5]=[N:4][CH:3]=[N:2]3)[C:15]=2[N:21]=1. (2) Given the reactants [Br:1][C:2]1[CH:7]=[C:6]([N+:8]([O-:10])=[O:9])[C:5]([OH:11])=[C:4]([CH3:12])[CH:3]=1.C(=O)([O-])[O-].[K+].[K+].Br[CH2:20][C:21]([O:23][CH3:24])=[O:22].Cl, predict the reaction product. The product is: [Br:1][C:2]1[CH:7]=[C:6]([N+:8]([O-:10])=[O:9])[C:5]([O:11][CH2:20][C:21]([O:23][CH3:24])=[O:22])=[C:4]([CH3:12])[CH:3]=1. (3) Given the reactants [C:1]1(=[O:11])[NH:5][C:4](=[O:6])[C:3]2=[CH:7][CH:8]=[CH:9][CH:10]=[C:2]12.C(=O)([O-])[O-].[K+].[K+].Cl[CH2:19][C:20]([C:22]1[CH:27]=[C:26]([N+:28]([O-:30])=[O:29])[C:25]([OH:31])=[C:24]([OH:32])[CH:23]=1)=[O:21], predict the reaction product. The product is: [OH:32][C:24]1[CH:23]=[C:22]([C:20](=[O:21])[CH2:19][N:5]2[C:1](=[O:11])[C:2]3[C:3](=[CH:7][CH:8]=[CH:9][CH:10]=3)[C:4]2=[O:6])[CH:27]=[C:26]([N+:28]([O-:30])=[O:29])[C:25]=1[OH:31]. (4) Given the reactants [Br:1][C:2]1[CH:7]=[CH:6][C:5]([CH2:8][CH2:9][C:10]([OH:12])=[O:11])=[CH:4][CH:3]=1.S(=O)(=O)(O)O.[C:18]([O-])([O-])=O.[Na+].[Na+], predict the reaction product. The product is: [Br:1][C:2]1[CH:3]=[CH:4][C:5]([CH2:8][CH2:9][C:10]([O:12][CH3:18])=[O:11])=[CH:6][CH:7]=1. (5) Given the reactants S([O-])(=O)(=O)C.[C:6]([O:10][C:11]([N:13]1[CH2:17][C@@H:16](OS(C)(=O)=O)[CH2:15][C@H:14]1[C:23](=[O:30])[NH:24][C:25]1([C:28]#[N:29])[CH2:27][CH2:26]1)=[O:12])([CH3:9])([CH3:8])[CH3:7].[Cl:31][C:32]1[CH:37]=[CH:36][CH:35]=[C:34]([Cl:38])[C:33]=1[SH:39], predict the reaction product. The product is: [C:6]([O:10][C:11]([N:13]1[CH2:17][C@H:16]([S:39][C:33]2[C:34]([Cl:38])=[CH:35][CH:36]=[CH:37][C:32]=2[Cl:31])[CH2:15][C@H:14]1[C:23](=[O:30])[NH:24][C:25]1([C:28]#[N:29])[CH2:27][CH2:26]1)=[O:12])([CH3:8])([CH3:9])[CH3:7].